From a dataset of Full USPTO retrosynthesis dataset with 1.9M reactions from patents (1976-2016). Predict the reactants needed to synthesize the given product. Given the product [NH3:11].[F:5][C:6]1[C:37]([OH:38])=[CH:36][CH:35]=[CH:34][C:7]=1[O:8][CH:9]1[CH2:12][N:11]([C:13]([CH3:33])([CH3:32])[CH2:14][CH2:15][C:16]([C:26]2[CH:27]=[CH:28][CH:29]=[CH:30][CH:31]=2)([C:20]2[CH:25]=[CH:24][CH:23]=[CH:22][CH:21]=2)[C:17]([NH2:19])=[O:18])[CH2:10]1, predict the reactants needed to synthesize it. The reactants are: B(Br)(Br)Br.[F:5][C:6]1[C:37]([O:38]C)=[CH:36][CH:35]=[CH:34][C:7]=1[O:8][CH:9]1[CH2:12][N:11]([C:13]([CH3:33])([CH3:32])[CH2:14][CH2:15][C:16]([C:26]2[CH:31]=[CH:30][CH:29]=[CH:28][CH:27]=2)([C:20]2[CH:25]=[CH:24][CH:23]=[CH:22][CH:21]=2)[C:17]([NH2:19])=[O:18])[CH2:10]1.